Dataset: Catalyst prediction with 721,799 reactions and 888 catalyst types from USPTO. Task: Predict which catalyst facilitates the given reaction. (1) Product: [OH:1][C@@H:2]1[CH2:7][N:6]([C:8]([O:10][CH2:11][C:12]2[CH:17]=[CH:16][CH:15]=[CH:14][CH:13]=2)=[O:9])[C@H:5]([C:18]([O:20][C:21]([CH3:24])([CH3:23])[CH3:22])=[O:19])[CH2:4][CH2:3]1. Reactant: [O:1]=[C:2]1[CH2:7][N:6]([C:8]([O:10][CH2:11][C:12]2[CH:17]=[CH:16][CH:15]=[CH:14][CH:13]=2)=[O:9])[C@H:5]([C:18]([O:20][C:21]([CH3:24])([CH3:23])[CH3:22])=[O:19])[CH2:4][CH2:3]1.[BH4-].[Na+].[Cl-].[NH4+]. The catalyst class is: 8. (2) Reactant: [Br:1][C:2]1[CH:7]=[CH:6][C:5]([C:8]([NH:11][CH2:12][CH2:13][C:14]([C:20]2[CH:25]=[CH:24][CH:23]=[CH:22][CH:21]=2)([OH:19])[CH2:15][C:16]([CH3:18])=[CH2:17])([CH3:10])[CH3:9])=[CH:4][CH:3]=1.CCN(CC)CC.Cl[C:34](Cl)([O:36]C(=O)OC(Cl)(Cl)Cl)Cl. Product: [Br:1][C:2]1[CH:3]=[CH:4][C:5]([C:8]([N:11]2[CH2:12][CH2:13][C:14]([CH2:15][C:16]([CH3:18])=[CH2:17])([C:20]3[CH:21]=[CH:22][CH:23]=[CH:24][CH:25]=3)[O:19][C:34]2=[O:36])([CH3:9])[CH3:10])=[CH:6][CH:7]=1. The catalyst class is: 2. (3) Reactant: [C:1]([NH:4][C:5]1[S:6][CH:7]=[C:8]([CH2:10][CH2:11][C:12]2[CH:33]=[CH:32][C:15]([CH2:16][NH:17][C:18]([NH:20][N:21](C([O-])=O)C(OC(C)(C)C)=O)=[O:19])=[C:14]([F:34])[CH:13]=2)[N:9]=1)(=[O:3])[CH3:2].O1CCOCC1.[ClH:41]. Product: [ClH:41].[C:1]([NH:4][C:5]1[S:6][CH:7]=[C:8]([CH2:10][CH2:11][C:12]2[CH:33]=[CH:32][C:15]([CH2:16][NH:17][C:18]([NH:20][NH2:21])=[O:19])=[C:14]([F:34])[CH:13]=2)[N:9]=1)(=[O:3])[CH3:2]. The catalyst class is: 4. (4) Product: [CH3:1][C:2]1[C:3](=[O:30])[C:4]2[C:9]([C:10](=[O:29])[C:11]=1[CH2:12][CH:13]([C:15](=[O:28])[C@@H:16]([CH:25]([CH3:27])[CH3:26])[NH2:17])[NH2:14])=[CH:8][CH:7]=[CH:6][CH:5]=2. The catalyst class is: 28. Reactant: [CH3:1][C:2]1[C:3](=[O:30])[C:4]2[C:9]([C:10](=[O:29])[C:11]=1[CH2:12][CH:13]([C:15](=[O:28])[C@@H:16]([CH:25]([CH3:27])[CH3:26])[NH:17]C(OC(C)(C)C)=O)[NH2:14])=[CH:8][CH:7]=[CH:6][CH:5]=2.C(Cl)Cl.C(O)(C(F)(F)F)=O.Cl. (5) Reactant: [OH:1][C:2]1[CH:7]=[CH:6][C:5]([CH2:8][C:9]([OH:11])=[O:10])=[CH:4][CH:3]=1.[N+:12]([O-])([OH:14])=[O:13]. Product: [OH:1][C:2]1[CH:3]=[CH:4][C:5]([CH2:8][C:9]([OH:11])=[O:10])=[CH:6][C:7]=1[N+:12]([O-:14])=[O:13]. The catalyst class is: 15. (6) Reactant: [Cl:1][C:2]1[C:7](I)=[CH:6][C:5]([NH:9][CH2:10][CH2:11][N:12]2[CH2:17][CH2:16][N:15]([C:18]([O:20][C:21]([CH3:24])([CH3:23])[CH3:22])=[O:19])[CH2:14][CH2:13]2)=[C:4]([O:25][CH3:26])[CH:3]=1.[Cl:27][C:28]1[CH:33]=[CH:32][C:31]([Cl:34])=[CH:30][C:29]=1B(O)O.C([O-])([O-])=O.[Na+].[Na+]. Product: [C:21]([O:20][C:18]([N:15]1[CH2:16][CH2:17][N:12]([CH2:11][CH2:10][NH:9][C:5]2[CH:6]=[C:7]([C:32]3[CH:33]=[C:28]([Cl:27])[CH:29]=[CH:30][C:31]=3[Cl:34])[C:2]([Cl:1])=[CH:3][C:4]=2[O:25][CH3:26])[CH2:13][CH2:14]1)=[O:19])([CH3:24])([CH3:23])[CH3:22]. The catalyst class is: 70. (7) Reactant: Cl.[C:2]1([S:8]([CH2:11][C:12]2[C:17]([C:18]([O:20][CH3:21])=[O:19])=[C:16]([CH2:22][CH2:23][CH2:24][NH:25]C(OC(C)(C)C)=O)[C:15]([C:33]3[CH:37]=[CH:36][O:35][CH:34]=3)=[CH:14][CH:13]=2)(=[O:10])=[O:9])[CH:7]=[CH:6][CH:5]=[CH:4][CH:3]=1. Product: [NH2:25][CH2:24][CH2:23][CH2:22][C:16]1[C:15]([C:33]2[CH:37]=[CH:36][O:35][CH:34]=2)=[CH:14][CH:13]=[C:12]([CH2:11][S:8]([C:2]2[CH:3]=[CH:4][CH:5]=[CH:6][CH:7]=2)(=[O:10])=[O:9])[C:17]=1[C:18]([O:20][CH3:21])=[O:19]. The catalyst class is: 38. (8) Reactant: [H-].[Na+].[CH3:3][N:4]1[CH2:8][CH2:7][CH2:6][C@H:5]1[CH2:9][OH:10].F[C:12]1[CH:13]=[CH:14][CH:15]=[C:16]2[C:21]=1[N:20]=[CH:19][C:18]([S:22]([C:25]1[CH:30]=[CH:29][CH:28]=[CH:27][CH:26]=1)(=[O:24])=[O:23])=[CH:17]2. Product: [CH3:3][N:4]1[CH2:8][CH2:7][CH2:6][C@H:5]1[CH2:9][O:10][C:12]1[CH:13]=[CH:14][CH:15]=[C:16]2[C:21]=1[N:20]=[CH:19][C:18]([S:22]([C:25]1[CH:30]=[CH:29][CH:28]=[CH:27][CH:26]=1)(=[O:24])=[O:23])=[CH:17]2. The catalyst class is: 3. (9) Reactant: [CH3:1][C:2]([CH3:38])([CH3:37])[C:3](=[O:36])[CH2:4][O:5][C:6]1[CH:11]=[CH:10][C:9]([C:12]([C:17]2[O:18][C:19]3[CH:25]=[CH:24][C:23]([C:26]([NH:28][C:29]([CH3:34])([CH3:33])[C:30]([OH:32])=[O:31])=[O:27])=[CH:22][C:20]=3[CH:21]=2)([CH2:15][CH3:16])[CH2:13][CH3:14])=[CH:8][C:7]=1[CH3:35].[BH4-].[Na+]. Product: [CH2:13]([C:12]([C:17]1[O:18][C:19]2[CH:25]=[CH:24][C:23]([C:26]([NH:28][C:29]([CH3:33])([CH3:34])[C:30]([OH:32])=[O:31])=[O:27])=[CH:22][C:20]=2[CH:21]=1)([C:9]1[CH:10]=[CH:11][C:6]([O:5][CH2:4][CH:3]([OH:36])[C:2]([CH3:38])([CH3:37])[CH3:1])=[C:7]([CH3:35])[CH:8]=1)[CH2:15][CH3:16])[CH3:14]. The catalyst class is: 1.